This data is from Full USPTO retrosynthesis dataset with 1.9M reactions from patents (1976-2016). The task is: Predict the reactants needed to synthesize the given product. (1) Given the product [Br:27][C:24]1[CH:25]=[CH:26][C:21]([NH:20][C:14]2[C:13]3[C:18](=[CH:19][C:10]([OH:9])=[C:11]([O:29][CH3:30])[CH:12]=3)[N:17]=[CH:16][N:15]=2)=[C:22]([F:28])[CH:23]=1, predict the reactants needed to synthesize it. The reactants are: Cl.C([O:9][C:10]1[CH:19]=[C:18]2[C:13]([C:14]([NH:20][C:21]3[CH:26]=[CH:25][C:24]([Br:27])=[CH:23][C:22]=3[F:28])=[N:15][CH:16]=[N:17]2)=[CH:12][C:11]=1[O:29][CH3:30])C1C=CC=CC=1. (2) Given the product [CH3:31][C:30]1[CH:32]=[CH:33][C:27]([S:24]([O:1][CH2:2][CH2:3][P:4]([CH2:18][CH2:19][O:20][S:24]([C:27]2[CH:33]=[CH:32][C:30]([CH3:31])=[CH:29][CH:28]=2)(=[O:26])=[O:25])([NH:5][CH2:6][CH2:7][CH2:8][S:9][S:10][C:11]2[CH:16]=[CH:15][CH:14]=[CH:13][N:12]=2)=[O:17])(=[O:26])=[O:25])=[CH:28][CH:29]=1, predict the reactants needed to synthesize it. The reactants are: [OH:1][CH2:2][CH2:3][P:4]([CH2:18][CH2:19][OH:20])(=[O:17])[NH:5][CH2:6][CH2:7][CH2:8][S:9][S:10][C:11]1[CH:16]=[CH:15][CH:14]=[CH:13][N:12]=1.C(Cl)Cl.[S:24](Cl)([C:27]1[CH:33]=[CH:32][C:30]([CH3:31])=[CH:29][CH:28]=1)(=[O:26])=[O:25]. (3) Given the product [F:8][CH:9]([F:15])[C:10]1[CH:6]=[C:5]([OH:7])[CH:4]=[CH:3][N:26]=1, predict the reactants needed to synthesize it. The reactants are: CO/[CH:3]=[CH:4]/[C:5](=[O:7])[CH3:6].[F:8][CH:9]([F:15])[C:10](OCC)=O.CC(C)([O-])C.[K+].C(O)(=O)C.[NH3:26]. (4) The reactants are: [OH:1][C:2]([CH3:35])([CH3:34])[CH2:3][C@@:4]1([C:28]2[CH:33]=[CH:32][CH:31]=[CH:30][CH:29]=2)[O:9][C:8](=[O:10])[N:7]([C@H:11]([C:13]2[CH:18]=[CH:17][C:16](B3OC(C)(C)C(C)(C)O3)=[CH:15][CH:14]=2)[CH3:12])[CH2:6][CH2:5]1.Br[C:37]1[CH:49]=[CH:48][C:40]([C:41]([NH:43][C:44]([CH3:47])([CH3:46])[CH3:45])=[O:42])=[CH:39][N:38]=1. Given the product [C:44]([NH:43][C:41](=[O:42])[C:40]1[CH:48]=[CH:49][C:37]([C:16]2[CH:15]=[CH:14][C:13]([C@@H:11]([N:7]3[CH2:6][CH2:5][C@:4]([CH2:3][C:2]([OH:1])([CH3:34])[CH3:35])([C:28]4[CH:33]=[CH:32][CH:31]=[CH:30][CH:29]=4)[O:9][C:8]3=[O:10])[CH3:12])=[CH:18][CH:17]=2)=[N:38][CH:39]=1)([CH3:47])([CH3:46])[CH3:45], predict the reactants needed to synthesize it.